This data is from Full USPTO retrosynthesis dataset with 1.9M reactions from patents (1976-2016). The task is: Predict the reactants needed to synthesize the given product. (1) Given the product [CH3:23][C@@H:20]1[CH2:21][CH2:22][C@H:17]([O:16][C:7]2[C:8]([C:12]([F:15])([F:14])[F:13])=[C:9]3[C:4](=[CH:5][CH:6]=2)[CH:3]=[C:2]([B:35]([OH:40])[OH:36])[CH:11]=[CH:10]3)[CH2:18][CH2:19]1, predict the reactants needed to synthesize it. The reactants are: Br[C:2]1[CH:3]=[C:4]2[C:9](=[CH:10][CH:11]=1)[C:8]([C:12]([F:15])([F:14])[F:13])=[C:7]([O:16][C@H:17]1[CH2:22][CH2:21][C@@H:20]([CH3:23])[CH2:19][CH2:18]1)[CH:6]=[CH:5]2.C([Li])CCC.CCCCCC.[B:35](OC(C)C)([O:40]C(C)C)[O:36]C(C)C. (2) Given the product [Br:1][C:2]1[CH:7]=[CH:6][C:5]([C:11]([C@H:12]2[CH2:13][C@H:8]2[C:9]([OH:15])=[O:10])=[O:14])=[CH:4][CH:3]=1, predict the reactants needed to synthesize it. The reactants are: [Br:1][C:2]1[CH:7]=[CH:6][CH:5]=[CH:4][CH:3]=1.[CH:8]12[CH2:13][CH:12]1[C:11](=[O:14])[O:10][C:9]2=[O:15].Cl.